This data is from Catalyst prediction with 721,799 reactions and 888 catalyst types from USPTO. The task is: Predict which catalyst facilitates the given reaction. (1) Reactant: [CH3:1][N:2]([CH2:13][C:14]1[NH:18][C:17]2[CH:19]=[CH:20][CH:21]=[C:22]([N:23]3[CH2:28][CH2:27][N:26](C(OC(C)(C)C)=O)[CH2:25][CH2:24]3)[C:16]=2[N:15]=1)[CH:3]1[C:12]2[N:11]=[CH:10][CH:9]=[CH:8][C:7]=2[CH2:6][CH2:5][CH2:4]1.Cl. Product: [CH3:1][N:2]([CH2:13][C:14]1[NH:18][C:17]2[CH:19]=[CH:20][CH:21]=[C:22]([N:23]3[CH2:24][CH2:25][NH:26][CH2:27][CH2:28]3)[C:16]=2[N:15]=1)[CH:3]1[C:12]2[N:11]=[CH:10][CH:9]=[CH:8][C:7]=2[CH2:6][CH2:5][CH2:4]1. The catalyst class is: 71. (2) Reactant: C1CN([P+](Br)(N2CCCC2)N2CCCC2)CC1.F[P-](F)(F)(F)(F)F.[CH3:25][C:26]1[CH:31]=[C:30]([C:32]([N:34]2[CH2:43][C:42]3[CH:41]=[N:40][N:39]([CH3:44])[C:38]=3[NH:37][C:36]3[CH:45]=[CH:46][CH:47]=[CH:48][C:35]2=3)=[O:33])[CH:29]=[CH:28][C:27]=1[CH2:49][CH2:50][C:51](O)=[O:52].[C:54]([O:58][C:59]([N:61]1[CH2:66][CH2:65][CH:64]([CH2:67][NH:68][CH:69]2[CH2:71][CH2:70]2)[CH2:63][CH2:62]1)=[O:60])([CH3:57])([CH3:56])[CH3:55].CCN(C(C)C)C(C)C. Product: [C:54]([O:58][C:59]([N:61]1[CH2:66][CH2:65][CH:64]([CH2:67][N:68]([CH:69]2[CH2:70][CH2:71]2)[C:51](=[O:52])[CH2:50][CH2:49][C:27]2[CH:28]=[CH:29][C:30]([C:32]([N:34]3[CH2:43][C:42]4[CH:41]=[N:40][N:39]([CH3:44])[C:38]=4[NH:37][C:36]4[CH:45]=[CH:46][CH:47]=[CH:48][C:35]3=4)=[O:33])=[CH:31][C:26]=2[CH3:25])[CH2:63][CH2:62]1)=[O:60])([CH3:57])([CH3:55])[CH3:56]. The catalyst class is: 317. (3) Reactant: [Cl:1][C:2]1[CH:16]=[CH:15][C:5]([CH2:6][N:7]2[CH:12]=[CH:11][CH:10]=[C:9]([OH:13])[C:8]2=[O:14])=[CH:4][CH:3]=1.[N:17]1([C:23]([O:25][C:26]([CH3:29])([CH3:28])[CH3:27])=[O:24])[CH2:22][CH2:21][NH:20][CH2:19][CH2:18]1.C=O.[C:32](O)(=O)C. Product: [Cl:1][C:2]1[CH:3]=[CH:4][C:5]([CH2:6][N:7]2[CH:12]=[CH:11][C:10]([CH2:32][N:20]3[CH2:21][CH2:22][N:17]([C:23]([O:25][C:26]([CH3:29])([CH3:28])[CH3:27])=[O:24])[CH2:18][CH2:19]3)=[C:9]([OH:13])[C:8]2=[O:14])=[CH:15][CH:16]=1. The catalyst class is: 8. (4) Reactant: [NH2:1][C:2]1[CH:7]=[CH:6][C:5]([F:8])=[CH:4][C:3]=1[OH:9].[N:10]1(C(N2C=CN=C2)=N)C=CN=[CH:11]1. Product: [F:8][C:5]1[CH:6]=[CH:7][C:2]2[N:1]=[C:11]([NH2:10])[O:9][C:3]=2[CH:4]=1. The catalyst class is: 56. (5) Reactant: [C:9](O[C:9]([O:11][C:12]([CH3:15])([CH3:14])[CH3:13])=[O:10])([O:11][C:12]([CH3:15])([CH3:14])[CH3:13])=[O:10].[Br:16][C:17]1[CH:18]=[C:19]([C:29]([F:32])([F:31])[F:30])[C:20]([N:23]2[CH2:28][CH2:27][NH:26][CH2:25][CH2:24]2)=[N:21][CH:22]=1.C(N(C(C)C)CC)(C)C. Product: [C:12]([O:11][C:9]([N:26]1[CH2:27][CH2:28][N:23]([C:20]2[C:19]([C:29]([F:32])([F:30])[F:31])=[CH:18][C:17]([Br:16])=[CH:22][N:21]=2)[CH2:24][CH2:25]1)=[O:10])([CH3:13])([CH3:14])[CH3:15]. The catalyst class is: 4.